This data is from Full USPTO retrosynthesis dataset with 1.9M reactions from patents (1976-2016). The task is: Predict the reactants needed to synthesize the given product. The reactants are: [CH2:1]([N:7]1[CH2:12][CH:11]2[CH:9]([C:10]2(C2C=C(C(=N)OCC)C=CC=2)[CH3:13])[C:8]1=O)[CH2:2][CH2:3][CH2:4][CH2:5][CH3:6].[NH2:26][C:27]1[CH:32]=[CH:31][CH:30]=[CH:29][C:28]=1[NH2:33]. Given the product [NH2:26][C:27]1[CH:32]=[C:31]([C:10]2([CH3:13])[CH:11]3[CH:9]2[CH2:8][N:7]([CH2:1][CH2:2][CH2:3][CH2:4][CH2:5][CH3:6])[CH2:12]3)[CH:30]=[CH:29][C:28]=1[NH2:33], predict the reactants needed to synthesize it.